Dataset: Forward reaction prediction with 1.9M reactions from USPTO patents (1976-2016). Task: Predict the product of the given reaction. Given the reactants [CH2:1]([O:5][C:6]([N:8]1[CH2:13][CH2:12][N:11]([C:14](=[O:40])[C@@H:15]([NH:25][C:26]([C:28]2[CH:32]=[C:31]([OH:33])[N:30]([C:34]3[CH:39]=[CH:38][CH:37]=[CH:36][CH:35]=3)[N:29]=2)=[O:27])[CH2:16][CH2:17][C:18]([O:20][C:21]([CH3:24])([CH3:23])[CH3:22])=[O:19])[CH2:10][CH2:9]1)=[O:7])[CH2:2][CH2:3][CH3:4].Br[CH2:42][C:43]([O:45][CH2:46][C:47]1[CH:52]=[CH:51][CH:50]=[CH:49][CH:48]=1)=[O:44].C(=O)([O-])[O-].[Cs+].[Cs+], predict the reaction product. The product is: [CH2:1]([O:5][C:6]([N:8]1[CH2:9][CH2:10][N:11]([C:14](=[O:40])[C@@H:15]([NH:25][C:26]([C:28]2[CH:32]=[C:31]([O:33][CH2:42][C:43]([O:45][CH2:46][C:47]3[CH:52]=[CH:51][CH:50]=[CH:49][CH:48]=3)=[O:44])[N:30]([C:34]3[CH:35]=[CH:36][CH:37]=[CH:38][CH:39]=3)[N:29]=2)=[O:27])[CH2:16][CH2:17][C:18]([O:20][C:21]([CH3:23])([CH3:24])[CH3:22])=[O:19])[CH2:12][CH2:13]1)=[O:7])[CH2:2][CH2:3][CH3:4].